Dataset: Catalyst prediction with 721,799 reactions and 888 catalyst types from USPTO. Task: Predict which catalyst facilitates the given reaction. (1) Reactant: [OH:1][C:2]1[C:10]2[N:9]=[C:8]([C:11]3[S:12][CH:13]=[CH:14][CH:15]=3)[NH:7][C:6]=2[C:5]([C:16]([OH:18])=O)=[CH:4][CH:3]=1.CN(C(ON1N=[N:34][C:29]2C=[CH:31][CH:32]=[N:33][C:28]1=2)=[N+](C)C)C.F[P-](F)(F)(F)(F)F.CCN(C(C)C)C(C)C.N1(C(OC(C)(C)C)=O)CCNCC1. Product: [OH:1][C:2]1[C:10]2[NH:9][C:8]([C:11]3[S:12][CH:13]=[CH:14][CH:15]=3)=[N:7][C:6]=2[C:5]([C:16]([N:33]2[CH2:28][CH2:29][NH:34][CH2:31][CH2:32]2)=[O:18])=[CH:4][CH:3]=1. The catalyst class is: 3. (2) Reactant: [OH:1][C:2]1[CH:9]=[CH:8][C:5]([CH:6]=[O:7])=[CH:4][CH:3]=1.Cl[CH2:11][CH2:12][OH:13].C(=O)([O-])[O-].[K+].[K+]. Product: [OH:13][CH2:12][CH2:11][O:1][C:2]1[CH:9]=[CH:8][C:5]([CH:6]=[O:7])=[CH:4][CH:3]=1. The catalyst class is: 8. (3) Reactant: [CH:1]1([C:4]2([C:14]3[C:22]4[C:17](=[C:18]([CH2:24][S:25][CH3:26])[CH:19]=[C:20]([F:23])[CH:21]=4)[NH:16][CH:15]=3)[C:12]3[C:7](=[CH:8][C:9]([F:13])=[CH:10][CH:11]=3)[CH2:6][CH2:5]2)[CH2:3][CH2:2]1.ClCCl.ClC1C=CC=C(C(OO)=[O:38])C=1. Product: [CH:1]1([C:4]2([C:14]3[C:22]4[C:17](=[C:18]([CH2:24][S:25]([CH3:26])=[O:38])[CH:19]=[C:20]([F:23])[CH:21]=4)[NH:16][CH:15]=3)[C:12]3[C:7](=[CH:8][C:9]([F:13])=[CH:10][CH:11]=3)[CH2:6][CH2:5]2)[CH2:3][CH2:2]1. The catalyst class is: 5.